Task: Predict the reactants needed to synthesize the given product.. Dataset: Full USPTO retrosynthesis dataset with 1.9M reactions from patents (1976-2016) Given the product [CH:1]1([C:6]([OH:16])([C:7]2[CH:8]=[CH:9][CH:10]=[CH:13][CH:12]=2)[C:11]([N:33]2[CH2:34][CH:35]3[CH:37]([CH:26]3[CH2:25][NH:23][C:22](=[O:31])[O:21][C:17]([CH3:20])([CH3:19])[CH3:18])[CH2:38]2)=[O:39])[CH2:2][CH2:3][CH2:4][CH2:5]1, predict the reactants needed to synthesize it. The reactants are: [CH:1]1([C:6]2([OH:16])[CH:11]=[CH:10][CH:9]=[CH:8][CH:7]2[CH2:12][C:13](O)=O)[CH2:5][CH2:4][CH2:3][CH2:2]1.[C:17]([O:21][C:22](=[O:31])[N:23]([CH:25]1C2[CH:26]1CNC2)C)([CH3:20])([CH3:19])[CH3:18].C[N:33]1[CH2:38][CH2:37]O[CH2:35][CH2:34]1.[OH:39]N1C2C=CC=CC=2N=N1.Cl.CN(C)CCCN=C=NCC.